From a dataset of Reaction yield outcomes from USPTO patents with 853,638 reactions. Predict the reaction yield, written as a fraction of the theoretical maximum amount of product (1.0 means a 100% yield; for example, 0.34 means a 34% yield). (1) The reactants are [Cl:1][C:2]1[CH:7]=[CH:6][C:5]([C:8]2([CH:12]3[C:21]4[C:16](=[CH:17][CH:18]=[C:19]([O:22][CH2:23][CH2:24][NH:25][S:26]([C:29]5[CH:30]=[N:31][CH:32]=[CH:33][CH:34]=5)(=[O:28])=[O:27])[CH:20]=4)[CH2:15][CH2:14][NH:13]3)[CH2:11][CH2:10][CH2:9]2)=[CH:4][CH:3]=1.[ClH:35]. The catalyst is CC(O)C.CO. The product is [ClH:1].[ClH:35].[Cl:1][C:2]1[CH:7]=[CH:6][C:5]([C:8]2([CH:12]3[C:21]4[C:16](=[CH:17][CH:18]=[C:19]([O:22][CH2:23][CH2:24][NH:25][S:26]([CH:29]5[CH2:34][CH2:33][CH2:32][NH:31][CH2:30]5)(=[O:27])=[O:28])[CH:20]=4)[CH2:15][CH2:14][NH:13]3)[CH2:11][CH2:10][CH2:9]2)=[CH:4][CH:3]=1. The yield is 0.200. (2) The reactants are [CH3:1][O:2][C:3](=[O:28])[C@@H:4]([CH2:21][C:22]1[CH:27]=[CH:26][CH:25]=[CH:24][CH:23]=1)[CH2:5][N:6]1[CH2:11][CH2:10][C@:9]([C:13]2[CH:18]=[CH:17][CH:16]=[C:15]([OH:19])[CH:14]=2)([CH3:12])[C@@H:8]([CH3:20])[CH2:7]1.C(N(CC)CC)C.C1C=CC(N([S:43]([C:46]([F:49])([F:48])[F:47])(=[O:45])=[O:44])[S:43]([C:46]([F:49])([F:48])[F:47])(=[O:45])=[O:44])=CC=1.[OH-].[Na+]. The catalyst is C(Cl)Cl. The product is [CH2:21]([C@@H:4]([CH2:5][N:6]1[CH2:11][CH2:10][C@@:9]([CH3:12])([C:13]2[CH:18]=[CH:17][CH:16]=[C:15]([O:19][S:43]([C:46]([F:49])([F:48])[F:47])(=[O:45])=[O:44])[CH:14]=2)[C@@H:8]([CH3:20])[CH2:7]1)[C:3]([O:2][CH3:1])=[O:28])[C:22]1[CH:27]=[CH:26][CH:25]=[CH:24][CH:23]=1. The yield is 0.810.